Dataset: Forward reaction prediction with 1.9M reactions from USPTO patents (1976-2016). Task: Predict the product of the given reaction. Given the reactants [CH3:1][O:2][CH:3]1[CH2:8][CH2:7][NH:6][CH2:5][CH2:4]1.Cl[C:10]1[N:15]=[C:14]([O:16][CH3:17])[C:13]([N+:18]([O-:20])=[O:19])=[C:12]([O:21][CH3:22])[N:11]=1.C(N(C(C)C)CC)(C)C, predict the reaction product. The product is: [CH3:17][O:16][C:14]1[C:13]([N+:18]([O-:20])=[O:19])=[C:12]([O:21][CH3:22])[N:11]=[C:10]([N:6]2[CH2:7][CH2:8][CH:3]([O:2][CH3:1])[CH2:4][CH2:5]2)[N:15]=1.